Task: Predict the reactants needed to synthesize the given product.. Dataset: Full USPTO retrosynthesis dataset with 1.9M reactions from patents (1976-2016) (1) Given the product [CH3:1][O:2][C:3](=[O:25])[CH2:4][C:5]1[C:14]([CH3:15])=[C:13]([C:59]2[CH:58]=[CH:57][C:56]([S:53](=[O:54])(=[O:55])[NH:52][CH2:51][C:50]3[CH:49]=[CH:48][C:47]([O:46][CH3:45])=[CH:66][CH:65]=3)=[CH:61][CH:60]=2)[C:12]2[C:7](=[CH:8][CH:9]=[C:10]([Cl:24])[CH:11]=2)[CH:6]=1, predict the reactants needed to synthesize it. The reactants are: [CH3:1][O:2][C:3](=[O:25])[CH2:4][C:5]1[C:14]([CH3:15])=[C:13](OS(C(F)(F)F)(=O)=O)[C:12]2[C:7](=[CH:8][CH:9]=[C:10]([Cl:24])[CH:11]=2)[CH:6]=1.C1(P(C2C=CC=CC=2)C2C=CC=CC=2)C=CC=CC=1.[CH3:45][O:46][C:47]1[CH:66]=[CH:65][C:50]([CH2:51][NH:52][S:53]([C:56]2[CH:61]=[CH:60][C:59](B(O)O)=[CH:58][CH:57]=2)(=[O:55])=[O:54])=[CH:49][CH:48]=1.C(=O)([O-])[O-].[Na+].[Na+]. (2) Given the product [Br:29][CH2:16][Si:13]([CH3:15])([CH3:14])[C:9]1[CH:10]=[CH:11][CH:12]=[C:2]([Cl:1])[C:3]=1[C:4]([NH:6][CH2:7][CH3:8])=[O:5], predict the reactants needed to synthesize it. The reactants are: [Cl:1][C:2]1[CH:12]=[CH:11][CH:10]=[C:9]([Si:13]([CH3:16])([CH3:15])[CH3:14])[C:3]=1[C:4]([NH:6][CH2:7][CH3:8])=[O:5].[Li]C(C)(C)C.CCCCC.C(Br)C[Br:29]. (3) Given the product [CH:1]1([N:4]2[C:5]3[C:10]([F:11])=[CH:9][CH:8]=[CH:7][C:6]=3[N:12]=[C:13]2[C@@H:14]([NH2:16])[CH3:15])[CH2:3][CH2:2]1, predict the reactants needed to synthesize it. The reactants are: [CH:1]1([NH:4][C:5]2[C:10]([F:11])=[CH:9][CH:8]=[CH:7][C:6]=2[NH:12][C:13](=O)[C@@H:14]([NH:16]C(=O)OC(C)(C)C)[CH3:15])[CH2:3][CH2:2]1. (4) Given the product [Cl:1][C:2]1[C:11]([C:12]([F:13])([F:14])[F:15])=[N:10][C:9]2[C:4](=[CH:5][C:6]([O:22][CH:19]([CH3:21])[CH3:20])=[CH:7][CH:8]=2)[N:3]=1, predict the reactants needed to synthesize it. The reactants are: [Cl:1][C:2]1[C:11]([C:12]([F:15])([F:14])[F:13])=[N:10][C:9]2[C:4](=[CH:5][C:6](F)=[C:7](OC)[CH:8]=2)[N:3]=1.[CH:19]([O:22]C1C=C2C(=CC=1)NC(=O)C(C(F)(F)F)=N2)([CH3:21])[CH3:20].C(OC1C=C2C(N=C(C(F)(F)F)C(=O)N2)=CC=1)(C)C.ClC1C(C(F)(F)F)=NC2C(=CC(OC)=C(F)C=2)N=1. (5) Given the product [C:23]([C:20]1[CH:19]=[CH:18][C:17]([C:13]2[CH:12]=[C:11]3[C:16](=[CH:15][CH:14]=2)[N:8]([CH2:1][C:2]2[CH:3]=[CH:4][CH:5]=[CH:6][CH:7]=2)[CH:9]=[C:10]3[C:26](=[O:30])[C:27]([O:34][CH2:32][CH3:33])=[O:28])=[CH:22][CH:21]=1)(=[O:25])[CH3:24], predict the reactants needed to synthesize it. The reactants are: [CH2:1]([N:8]1[C:16]2[C:11](=[CH:12][C:13]([C:17]3[CH:22]=[CH:21][C:20]([C:23](=[O:25])[CH3:24])=[CH:19][CH:18]=3)=[CH:14][CH:15]=2)[CH:10]=[CH:9]1)[C:2]1[CH:7]=[CH:6][CH:5]=[CH:4][CH:3]=1.[C:26](Cl)(=[O:30])[C:27](Cl)=[O:28].[CH2:32]([OH:34])[CH3:33]. (6) Given the product [C:20]1([C:15]2[N:14]=[C:13]3[N:12]=[C:31]([C:30]4[CH:34]=[CH:35][CH:36]=[C:28]([O:27][CH3:26])[CH:29]=4)[NH:19][C:18]3=[CH:17][CH:16]=2)[CH:25]=[CH:24][CH:23]=[CH:22][CH:21]=1, predict the reactants needed to synthesize it. The reactants are: P(Cl)(Cl)(Cl)(Cl)Cl.CS(O)(=O)=O.[NH2:12][C:13]1[C:18]([NH2:19])=[CH:17][CH:16]=[C:15]([C:20]2[CH:25]=[CH:24][CH:23]=[CH:22][CH:21]=2)[N:14]=1.[CH3:26][O:27][C:28]1[CH:29]=[C:30]([CH:34]=[CH:35][CH:36]=1)[C:31](O)=O.[OH-].[Na+]. (7) Given the product [CH3:15][N:14]([CH3:16])[C:12]1[C:11]([C:17]([F:20])([F:18])[F:19])=[CH:10][C:9]2[NH:21][C:22](=[O:39])[CH2:23][C:24]([C:26]3[CH:31]=[CH:30][CH:29]=[C:28]([C:32]4[N:33]=[N:34][C:35]([CH3:38])=[CH:36][CH:37]=4)[CH:27]=3)=[N:7][C:8]=2[CH:13]=1, predict the reactants needed to synthesize it. The reactants are: C(OC(=O)[NH:7][C:8]1[CH:13]=[C:12]([N:14]([CH3:16])[CH3:15])[C:11]([C:17]([F:20])([F:19])[F:18])=[CH:10][C:9]=1[NH:21][C:22](=[O:39])[CH2:23][C:24]([C:26]1[CH:31]=[CH:30][CH:29]=[C:28]([C:32]2[N:33]=[N:34][C:35]([CH3:38])=[CH:36][CH:37]=2)[CH:27]=1)=O)(C)(C)C.C(O)(C(F)(F)F)=O. (8) The reactants are: C([O:5][C:6](=[O:18])[CH2:7][CH2:8][NH:9][C:10]([C:12]1[S:13][C:14]([Cl:17])=[CH:15][CH:16]=1)=[O:11])(C)(C)C. Given the product [Cl:17][C:14]1[S:13][C:12]([C:10]([NH:9][CH2:8][CH2:7][C:6]([OH:18])=[O:5])=[O:11])=[CH:16][CH:15]=1, predict the reactants needed to synthesize it. (9) The reactants are: [CH2:1]([C@@H:8]([NH:18][C:19](=[O:25])[O:20][C:21]([CH3:24])([CH3:23])[CH3:22])[CH2:9][NH:10]CC1C=CC=CC=1)[C:2]1[CH:7]=[CH:6][CH:5]=[CH:4][CH:3]=1. Given the product [NH2:10][CH2:9][C@H:8]([NH:18][C:19](=[O:25])[O:20][C:21]([CH3:23])([CH3:22])[CH3:24])[CH2:1][C:2]1[CH:7]=[CH:6][CH:5]=[CH:4][CH:3]=1, predict the reactants needed to synthesize it.